This data is from Reaction yield outcomes from USPTO patents with 853,638 reactions. The task is: Predict the reaction yield, written as a fraction of the theoretical maximum amount of product (1.0 means a 100% yield; for example, 0.34 means a 34% yield). The reactants are [CH3:1][C:2]1[C:8]([Cl:9])=[CH:7][CH:6]=[CH:5][C:3]=1[NH2:4].C([O-])(=O)C.[K+].C(OC(=O)C)(=O)C.[N:22](OCCC(C)C)=O.[Li+].[OH-]. The catalyst is O.C1COCC1.C(Cl)(Cl)Cl. The product is [Cl:9][C:8]1[CH:7]=[CH:6][CH:5]=[C:3]2[C:2]=1[CH:1]=[N:22][NH:4]2. The yield is 1.00.